Binary Classification. Given a miRNA mature sequence and a target amino acid sequence, predict their likelihood of interaction. From a dataset of Experimentally validated miRNA-target interactions with 360,000+ pairs, plus equal number of negative samples. (1) The miRNA is hsa-miR-362-3p with sequence AACACACCUAUUCAAGGAUUCA. The protein sequence of the target gene is MASKCSSERKSRTSLTLNQKLEMIKLSEEGMSKAEIGRRLGLLRQTVSQVVNAKEKFLKEVKSATPMNTRMIRKRNSLIADMEKVLVVWIEDQTSRNIPLSQSLIQNKALTLFNSMKAERGVEAAEEKFEASRGWFMRFKERSHFHNIKAQGEAASADVEAAASYPEALAKIIDEGGYTKQQIFNVDETAFYWKKMPSRTFIAREEKSVPGFKASKDRLTLLLGANAAGDFKLKPMLIYHSENPRALKNYTKSTLPVLYKWNSKARMTAHLFTAWFTEYFKPTVETYCSEKKIPFKILLL.... Result: 0 (no interaction). (2) The miRNA is hsa-miR-30e-5p with sequence UGUAAACAUCCUUGACUGGAAG. The protein sequence of the target gene is MAEGPEEARGHPPGQDDGGGDHEPVPSLRGPPTTAVPCPRDDPQAEPQAPGRPTAPGLAAAAAADKLEPPRELRKRGEAASGSGAELQEQAGCEAPEAAAPRERPARLSAREYSRQVHEWLWQSYCGYLTWHSGLAAFPAYCSPQPSPQSFPSGGAAVPQAAAPPPPQLGYYNPFYFLSPGAAGPDPRTAAGISTPAPVAGLGPRAPHVQASVRATPVTRVGSAAPSRSPSETGRQAGREYVIPSLAHRFMAEMVDFFILFFIKATIVLSIMHLSGIKDISKFAMHYIIEEIDEDTSMED.... Result: 1 (interaction). (3) The miRNA is mmu-miR-7054-5p with sequence UAGGAAGGUGGUUGGGCUGAGUACU. The protein sequence of the target gene is MSGCDAREGDCCSRRCGAQDKEHPRYLIPELCKQFYHLGWVTGTGGGISLKHGDEIYIAPSGVQKERIQPEDMFVCDINEKDISGPSPSKKLKKSQCTPLFMNAYTMRGAGAVIHTHSKAAVMATLLFPGREFKITHQEMIKGIKKCTSGGYYRYDDMLVVPIIENTPEEKDLKDRMAHAMNEYPDSCAVLVRRHGVYVWGETWEKAKTMCECYDYLFDIAVSMKKVGLDPSQLPVGENGIV. Result: 0 (no interaction). (4) The miRNA is hsa-miR-136-5p with sequence ACUCCAUUUGUUUUGAUGAUGGA. The protein sequence of the target gene is MLNKMTLHPQQIMIGPRFNRALFDPLLVVLLALQLLVVAGLVRAQTCPSVCSCSNQFSKVICVRKNLREVPDGISTNTRLLNLHENQIQIIKVNSFKHLRHLEILQLSRNHIRTIEIGAFNGLANLNTLELFDNRLTTIPNGAFVYLSKLKELWLRNNPIESIPSYAFNRIPSLRRLDLGELKRLSYISEGAFEGLSNLRYLNLAMCNLREIPNLTPLIKLDELDLSGNHLSAIRPGSFQGLMHLQKLWMIQSQIQVIERNAFDNLQSLVEINLAHNNLTLLPHDLFTPLHHLERIHLHH.... Result: 0 (no interaction). (5) The miRNA is cel-miR-358-3p with sequence AUUGGUAUCCCUGUCAAGGUCU. The protein sequence of the target gene is MAFVPVIPESYSHVLAEFESLDPLLSALRLDSSRLKCTSIAVSRKWLALGSSGGGLHLIQKEGWKHRLFLSHREGAISQVACCLHDDDYVAVATSQGLVVVWELNQERRGKPEQMYVSSEHKGRRVTALCWDTAILRVFVGDHAGKVSAIKLNTSKQAKAAAAFVMFPVQTITTVDSCVVQLDYLDGRLLISSLTRSFLCDTEREKFWKIGNKERDGEYGACFFPGRCSGGQQPLIYCARPGSRMWEVNFDGEVISTHQFKKLLSLPPLPVITLRSEPQYDHTAGSSQSLSFPKLLHLSE.... Result: 0 (no interaction). (6) Result: 0 (no interaction). The protein sequence of the target gene is MGSEAAQLLEAADFAARKHRQQRRKDPEGTPYINHPIGVARILTHEAGITDIVVLQAALLHDTVEDTDTTLDEVELHFGAQVRRLVEEVTDDKTLPKLERKRLQVEQAPHSSPGAKLVKLADKLYNLRDLNRCTPEGWSEHRVQEYFEWAAQVVKGLQGTNRQLEEALKHLFKQRGLTI. The miRNA is hsa-miR-6504-3p with sequence CAUUACAGCACAGCCAUUCU. (7) The miRNA is hsa-miR-455-3p with sequence GCAGUCCAUGGGCAUAUACAC. The protein sequence of the target gene is MNSTEFTEDVEEVLKSITVKVETEAEDAALDCSVNSRTSEKHSVDSVLTALQDSSKRKQLVSDGLLDSVPGVKRRRLIPEALLAGMRNRENSSPCQGNGEQAGRGRSLGNVWPGEEEPCNDATTPSYKKPLYGISHKIMEKKNPPSGDLLNVYELFEKANASNSPSSLRLLNEPQKRDCGSTGAGTDNDPNIYFLIQKMFYMLNTLTSNMSQLHSKVDLLSLEVSRIKKQVSPTEMVAKFQPPPEYQLTAAELKQIVDQSLSGGDLACRLLVQLFPELFSDVDFSRGCSACGFAAKRKLE.... Result: 0 (no interaction). (8) The miRNA is hsa-miR-3941 with sequence UUACACACAACUGAGGAUCAUA. The protein sequence of the target gene is MDQEPVGGVERGEAVAASGAAAAAAFGESAGQMSNERGFENVELGVIGKKKKVPRRVIHFVSGETMEEYSTDEDEVDGLEKKDVLPTVDPTKLTWGPYLWFYMLRAATSTLSVCDFLGEKIASVLGISTPKYQYAIDEYYRMKKEEEEEEEENRMSEEAEKQYQQNKLQTDSIVQTDQPETVISSSFVNVNFEMEGDSEVIMESKQNPVSVPP. Result: 1 (interaction). (9) The miRNA is mmu-miR-3082-5p with sequence GACAGAGUGUGUGUGUCUGUGU. The protein sequence of the target gene is MRLLPRLLLLFLLAFPAAVLLRGGPGGSLALAQDPTEDEEIVEDSIIEDEDDEAEVEEDEPTDLAEDKEEEDVSSEPEASPSADTTILFVKGEDFPANNIVKFLVGFTNKGTEDFIVESLDASFRYPQDYQFYIQNFTALPLNTVVPPQRQATFEYSFIPAEPMGGRPFGLVINLNYKDLNGNVFQDAVFNQTVTVIEREDGLDGETIFMYMFLAGLGLLVVVGLHQLLESRKRKRPIQKVEMGTSSQNDVDMSWIPQETLNQINKASPRRQPRKRAQKRSVGSDE. Result: 1 (interaction). (10) The miRNA is hsa-miR-6824-5p with sequence GUAGGGGAGGUUGGGCCAGGGA. The protein sequence of the target gene is MQPVMLALWSLLLLWGLATPCQELLETVGTLARIDKDELGKAIQNSLVGEPILQNVLGSVTAVNRGLLGSGGLLGGGGLLGHGGVFGVVEELSGLKIEELTLPKVLLKLLPGFGVQLSLHTKVGMHCSGPLGGLLQLAAEVNVTSRVALAVSSRGTPILILKRCSTLLGHISLFSGLLPTPLFGVVEQMLFKVLPGLLCPVVDSVLGVVNELLGAVLGLVSLGALGSVEFSLATLPLISNQYIELDINPIVKSVAGDIIDFPKSRAPAKVPPKKDHTSQVMVPLYLFNTTFGLLQTNGAL.... Result: 0 (no interaction).